This data is from Forward reaction prediction with 1.9M reactions from USPTO patents (1976-2016). The task is: Predict the product of the given reaction. Given the reactants Cl[Sn]Cl.[CH2:4]([C:12]1[N:13]([CH2:24][CH3:25])[C:14]2[C:19]([CH:20]=1)=[CH:18][C:17]([N+:21]([O-])=O)=[CH:16][CH:15]=2)[CH2:5][C:6]1[CH:11]=[CH:10][CH:9]=[CH:8][CH:7]=1.C([O-])(O)=O.[Na+], predict the reaction product. The product is: [CH2:4]([C:12]1[N:13]([CH2:24][CH3:25])[C:14]2[C:19]([CH:20]=1)=[CH:18][C:17]([NH2:21])=[CH:16][CH:15]=2)[CH2:5][C:6]1[CH:11]=[CH:10][CH:9]=[CH:8][CH:7]=1.